From a dataset of Peptide-MHC class I binding affinity with 185,985 pairs from IEDB/IMGT. Regression. Given a peptide amino acid sequence and an MHC pseudo amino acid sequence, predict their binding affinity value. This is MHC class I binding data. The peptide sequence is SWLSLLVPFV. The MHC is Patr-A0901 with pseudo-sequence Patr-A0901. The binding affinity (normalized) is 1.00.